This data is from Catalyst prediction with 721,799 reactions and 888 catalyst types from USPTO. The task is: Predict which catalyst facilitates the given reaction. (1) Reactant: BrC1C=CC(S([O:11][C@@H:12]2[CH2:16][N:15]([C:17]([O:19][C:20]([CH3:23])([CH3:22])[CH3:21])=[O:18])[C@H:14]([C:24]([O:26][CH3:27])=[O:25])[CH2:13]2)(=O)=O)=CC=1.[Br:28][C:29]1[CH:30]=[C:31]2[C:36](=[CH:37][C:38]=1[O:39][CH3:40])[N:35]=[C:34]([O:41][CH2:42][CH3:43])[CH:33]=[C:32]2O.C(=O)([O-])[O-].[Cs+].[Cs+]. Product: [Br:28][C:29]1[CH:30]=[C:31]2[C:36](=[CH:37][C:38]=1[O:39][CH3:40])[N:35]=[C:34]([O:41][CH2:42][CH3:43])[CH:33]=[C:32]2[O:11][C@H:12]1[CH2:16][N:15]([C:17]([O:19][C:20]([CH3:21])([CH3:22])[CH3:23])=[O:18])[C@H:14]([C:24]([O:26][CH3:27])=[O:25])[CH2:13]1. The catalyst class is: 179. (2) Reactant: [Br:1][C:2]1[C:3]([OH:9])=[N:4][C:5](Cl)=[N:6][CH:7]=1.[NH2:10][C:11]1[CH:12]=[CH:13][C:14]([S:17]([NH2:20])(=[O:19])=[O:18])=[N:15][CH:16]=1.Cl. Product: [Br:1][C:2]1[C:3]([OH:9])=[N:4][C:5]([NH:10][C:11]2[CH:12]=[CH:13][C:14]([S:17]([NH2:20])(=[O:19])=[O:18])=[N:15][CH:16]=2)=[N:6][CH:7]=1. The catalyst class is: 3. (3) Reactant: [Cl:1][C:2]1[C:7]([Cl:8])=[CH:6][CH:5]=[CH:4][C:3]=1[C:9]1([OH:15])[CH2:14][CH2:13][NH:12][CH2:11][CH2:10]1.C(=O)([O-])[O-].[K+].[K+].I[CH2:23][CH2:24][CH3:25].Cl. Product: [Cl:1][C:2]1[C:7]([Cl:8])=[CH:6][CH:5]=[CH:4][C:3]=1[C:9]1([OH:15])[CH2:14][CH2:13][N:12]([CH2:23][CH2:24][CH3:25])[CH2:11][CH2:10]1. The catalyst class is: 10. (4) Reactant: [Cl:1][C:2]1[CH:7]=[CH:6][N:5]=[C:4]([CH2:8]O)[C:3]=1[O:10][CH3:11].CN(C=O)C.S(Cl)([Cl:19])=O. Product: [Cl-:1].[Cl:1][C:2]1[CH:7]=[CH:6][NH+:5]=[C:4]([CH2:8][Cl:19])[C:3]=1[O:10][CH3:11]. The catalyst class is: 2. (5) Reactant: [C:1]([O:5][C:6]([O:8][CH2:9][C@@:10]1([C:23]#[C:24][Si:25]([CH3:28])([CH3:27])[CH3:26])[O:14][C@@H:13](OC(OC(C)(C)C)=O)[CH:12]=[CH:11]1)=[O:7])([CH3:4])([CH3:3])[CH3:2].[NH:29]1[CH:37]=[C:35]([CH3:36])[C:33](=[O:34])[NH:32][C:30]1=[O:31]. Product: [C:1]([O:5][C:6]([O:8][CH2:9][C@@:10]1([C:23]#[C:24][Si:25]([CH3:26])([CH3:27])[CH3:28])[O:14][C@@H:13]([N:29]2[CH:37]=[C:35]([CH3:36])[C:33](=[O:34])[NH:32][C:30]2=[O:31])[CH:12]=[CH:11]1)=[O:7])([CH3:2])([CH3:3])[CH3:4]. The catalyst class is: 455. (6) Reactant: [Si:1]([O:8][CH2:9][CH:10]([OH:23])[CH2:11][C:12]1[C:13]([CH3:22])=[C:14]2[C:18](=[CH:19][CH:20]=1)[C:17](=[O:21])[O:16][CH2:15]2)([C:4]([CH3:7])([CH3:6])[CH3:5])([CH3:3])[CH3:2].CC(OI1(OC(C)=O)(OC(C)=O)OC(=O)C2C=CC=CC1=2)=O. Product: [Si:1]([O:8][CH2:9][C:10](=[O:23])[CH2:11][C:12]1[C:13]([CH3:22])=[C:14]2[C:18](=[CH:19][CH:20]=1)[C:17](=[O:21])[O:16][CH2:15]2)([C:4]([CH3:5])([CH3:7])[CH3:6])([CH3:3])[CH3:2]. The catalyst class is: 2. (7) Reactant: C([O:3][C:4](=[O:28])[C:5]([CH3:27])([CH3:26])[CH2:6][C:7]1[N:15]([CH2:16][C:17]2[CH:22]=[CH:21][C:20]([Cl:23])=[CH:19][CH:18]=2)[C:14]2[C:9](=[N:10][C:11]([O:24][CH3:25])=[CH:12][CH:13]=2)[CH:8]=1)C.CO.[Li+].[OH-].C(O)(=O)CC(CC(O)=O)(C(O)=O)O. Product: [Cl:23][C:20]1[CH:19]=[CH:18][C:17]([CH2:16][N:15]2[C:14]3[C:9](=[N:10][C:11]([O:24][CH3:25])=[CH:12][CH:13]=3)[CH:8]=[C:7]2[CH2:6][C:5]([CH3:27])([CH3:26])[C:4]([OH:28])=[O:3])=[CH:22][CH:21]=1. The catalyst class is: 387. (8) Reactant: Br[C:2]1[C:10]2[S:9][C:8]([N:11]3[CH2:16][N:15]([CH3:17])[CH2:14][N:13]([CH2:18][CH3:19])[C:12]3=[O:20])=[N:7][C:6]=2[CH:5]=[C:4]([N:21]2[CH:25]=[C:24]([CH:26]([O:30][CH2:31][CH3:32])[O:27][CH2:28][CH3:29])[N:23]=[N:22]2)[CH:3]=1.C([Sn](CCCC)(CCCC)[C:38]1[CH:43]=[CH:42][CH:41]=[CH:40][N:39]=1)CCC. Product: [CH2:28]([O:27][CH:26]([O:30][CH2:31][CH3:32])[C:24]1[N:23]=[N:22][N:21]([C:4]2[CH:3]=[C:2]([C:38]3[CH:43]=[CH:42][CH:41]=[CH:40][N:39]=3)[C:10]3[S:9][C:8]([N:11]4[CH2:16][N:15]([CH3:17])[CH2:14][N:13]([CH2:18][CH3:19])[C:12]4=[O:20])=[N:7][C:6]=3[CH:5]=2)[CH:25]=1)[CH3:29]. The catalyst class is: 654. (9) The catalyst class is: 11. Product: [CH3:1][N:2]([CH2:4][C:5]1[CH:6]=[C:7]([CH2:20][CH2:21][S:22]([NH2:25])(=[O:23])=[O:24])[CH:8]=[CH:9][C:10]=1[O:11][C:12]1[CH:17]=[CH:16][C:15]([S:18][CH3:19])=[CH:14][CH:13]=1)[CH3:3]. Reactant: [CH3:1][N:2]([CH2:4][C:5]1[CH:6]=[C:7](/[CH:20]=[CH:21]/[S:22]([NH2:25])(=[O:24])=[O:23])[CH:8]=[CH:9][C:10]=1[O:11][C:12]1[CH:17]=[CH:16][C:15]([S:18][CH3:19])=[CH:14][CH:13]=1)[CH3:3].S(NN)(C1C=CC(C)=CC=1)(=O)=O.